From a dataset of Full USPTO retrosynthesis dataset with 1.9M reactions from patents (1976-2016). Predict the reactants needed to synthesize the given product. (1) Given the product [Cl:1][C:2]1[C:10]2[C:5](=[CH:6][C:7]([C:11]([NH:13][CH:14]([CH:24]3[CH2:28][CH2:27][CH2:26][CH2:25]3)[CH2:15][O:16][CH2:17][CH:18]3[CH2:23][CH2:22][N:21]([CH:30]([CH3:32])[CH3:29])[CH2:20][CH2:19]3)=[O:12])=[CH:8][CH:9]=2)[NH:4][CH:3]=1, predict the reactants needed to synthesize it. The reactants are: [Cl:1][C:2]1[C:10]2[C:5](=[CH:6][C:7]([C:11]([NH:13][CH:14]([CH:24]3[CH2:28][CH2:27][CH2:26][CH2:25]3)[CH2:15][O:16][CH2:17][CH:18]3[CH2:23][CH2:22][NH:21][CH2:20][CH2:19]3)=[O:12])=[CH:8][CH:9]=2)[NH:4][CH:3]=1.[CH3:29][C:30]([CH3:32])=O. (2) Given the product [Cl:1][C:2]1[CH:3]=[C:4]2[C:10]([CH2:11][C:13]3[N:14]([CH2:27][CH3:28])[N:15]=[C:16]([NH:18][CH2:19][C:20]4[CH:21]=[CH:22][C:23]([F:26])=[CH:24][CH:25]=4)[CH:17]=3)=[CH:9][NH:8][C:5]2=[N:6][CH:7]=1, predict the reactants needed to synthesize it. The reactants are: [Cl:1][C:2]1[CH:3]=[C:4]2[C:10]([CH:11]([C:13]3[N:14]([CH2:27][CH3:28])[N:15]=[C:16]([NH:18][CH2:19][C:20]4[CH:25]=[CH:24][C:23]([F:26])=[CH:22][CH:21]=4)[CH:17]=3)O)=[CH:9][NH:8][C:5]2=[N:6][CH:7]=1.C([SiH](CC)CC)C.FC(F)(F)C(O)=O. (3) Given the product [F:16][C:2]([F:15])([F:1])[S:3][C:4]1[CH:10]=[C:9]([C:11]([CH3:12])([CH3:13])[CH3:14])[CH:8]=[C:7]([Br:24])[C:5]=1[NH2:6], predict the reactants needed to synthesize it. The reactants are: [F:1][C:2]([F:16])([F:15])[S:3][C:4]1[CH:10]=[C:9]([C:11]([CH3:14])([CH3:13])[CH3:12])[CH:8]=[CH:7][C:5]=1[NH2:6].C1C(=O)N([Br:24])C(=O)C1. (4) Given the product [CH2:7]([N:9]1[CH:13]=[C:12]([CH2:14][OH:15])[CH:11]=[N:10]1)[CH3:8], predict the reactants needed to synthesize it. The reactants are: [H-].[Al+3].[Li+].[H-].[H-].[H-].[CH2:7]([N:9]1[CH:13]=[C:12]([C:14](OCC)=[O:15])[CH:11]=[N:10]1)[CH3:8].O.O.O.O.O.O.O.O.O.O.S([O-])([O-])(=O)=O.[Na+].[Na+]. (5) Given the product [Cl:26][C:27]1[C:28]([CH2:33][N:16]2[CH2:17][CH2:18][N:13]([C:9]3[NH:10][C:11](=[O:12])[C:6]4[CH2:5][CH2:4][CH2:3][N:2]([CH3:1])[C:7]=4[N:8]=3)[CH2:14][CH2:15]2)=[N:29][CH:30]=[CH:31][CH:32]=1, predict the reactants needed to synthesize it. The reactants are: [CH3:1][N:2]1[C:7]2[N:8]=[C:9]([N:13]3[CH2:18][CH2:17][NH:16][CH2:15][CH2:14]3)[NH:10][C:11](=[O:12])[C:6]=2[CH2:5][CH2:4][CH2:3]1.FC(F)(F)C(O)=O.[Cl:26][C:27]1[C:28]([CH:33]=O)=[N:29][CH:30]=[CH:31][CH:32]=1.C([BH3-])#N.[Na+]. (6) Given the product [CH3:28][N:10]([CH2:11][CH2:12][CH2:13][NH:14][C:15]1[N:16]=[N+:17]([O-:27])[C:18]2[CH:25]=[CH:24][C:23]([CH3:26])=[CH:22][C:19]=2[N+:20]=1[O-:21])[CH2:9][CH2:8][CH2:7][NH:6][C:4]([C:3]1[C:51]2[C:42](=[CH:43][C:44]3[C:49]([N:50]=2)=[CH:48][CH:47]=[CH:46][CH:45]=3)[CH:41]=[CH:40][CH:39]=1)=[O:5], predict the reactants needed to synthesize it. The reactants are: N.F[C:3](F)(F)[C:4]([NH:6][CH2:7][CH2:8][CH2:9][N:10]([CH3:28])[CH2:11][CH2:12][CH2:13][NH:14][C:15]1[N:16]=[N+:17]([O-:27])[C:18]2[CH:25]=[CH:24][C:23]([CH3:26])=[CH:22][C:19]=2[N+:20]=1[O-:21])=[O:5].N1(C(C2[C:51]3[C:42](=[CH:43][C:44]4[C:49]([N:50]=3)=[CH:48][CH:47]=[CH:46][CH:45]=4)[CH:41]=[CH:40][CH:39]=2)=O)C=CN=C1.